Dataset: Catalyst prediction with 721,799 reactions and 888 catalyst types from USPTO. Task: Predict which catalyst facilitates the given reaction. (1) Reactant: C(C(NC(CC(C)C)C(O)=O)CC1N(CC2C=C(Cl)C=C(Cl)C=2)N=CC=1)(O)=O.[CH3:29][C:30]1[CH:34]=[CH:33][NH:32][N:31]=1.[C:35](O[C:35]([O:37][C:38]([CH3:41])([CH3:40])[CH3:39])=[O:36])([O:37][C:38]([CH3:41])([CH3:40])[CH3:39])=[O:36]. Product: [C:38]([O:37][C:35]([N:32]1[CH:33]=[CH:34][C:30]([CH3:29])=[N:31]1)=[O:36])([CH3:41])([CH3:40])[CH3:39]. The catalyst class is: 766. (2) Reactant: C(OC([NH:8][C@@H:9]([CH2:56][CH2:57][NH:58]C(OC(C)(C)C)=O)[C:10]([NH:12][C@H:13]([C:15]([O:17][CH2:18][CH2:19][O:20][C:21]1[CH:26]=[CH:25][C:24]([C:27]2[C:32]([C:33]#[N:34])=[C:31]([N:35]3[CH2:39][CH2:38][CH2:37][CH2:36]3)[N:30]=[C:29]([S:40][CH2:41][C:42]3[N:43]=[C:44]([C:47]4[CH:52]=[CH:51][C:50]([Cl:53])=[CH:49][CH:48]=4)[S:45][CH:46]=3)[C:28]=2[C:54]#[N:55])=[CH:23][CH:22]=1)=[O:16])[CH3:14])=[O:11])=O)(C)(C)C.[ClH:66]. Product: [ClH:53].[ClH:66].[NH2:8][C@@H:9]([CH2:56][CH2:57][NH2:58])[C:10]([NH:12][C@H:13]([C:15]([O:17][CH2:18][CH2:19][O:20][C:21]1[CH:22]=[CH:23][C:24]([C:27]2[C:32]([C:33]#[N:34])=[C:31]([N:35]3[CH2:36][CH2:37][CH2:38][CH2:39]3)[N:30]=[C:29]([S:40][CH2:41][C:42]3[N:43]=[C:44]([C:47]4[CH:48]=[CH:49][C:50]([Cl:53])=[CH:51][CH:52]=4)[S:45][CH:46]=3)[C:28]=2[C:54]#[N:55])=[CH:25][CH:26]=1)=[O:16])[CH3:14])=[O:11]. The catalyst class is: 268. (3) Reactant: C([NH:5][S:6]([C:9]1[CH:10]=[C:11]([C:15]2[CH:20]=[CH:19][CH:18]=[C:17]([C:21]3[N:26]=[C:25]([C:27]4[CH:32]=[CH:31][C:30]([Cl:33])=[C:29]([Cl:34])[CH:28]=4)[CH:24]=[C:23]([CH3:35])[N:22]=3)[CH:16]=2)[CH:12]=[CH:13][CH:14]=1)(=[O:8])=[O:7])(C)(C)C.C(O)(C(F)(F)F)=O. Product: [Cl:34][C:29]1[CH:28]=[C:27]([C:25]2[CH:24]=[C:23]([CH3:35])[N:22]=[C:21]([C:17]3[CH:16]=[C:15]([C:11]4[CH:12]=[CH:13][CH:14]=[C:9]([S:6]([NH2:5])(=[O:8])=[O:7])[CH:10]=4)[CH:20]=[CH:19][CH:18]=3)[N:26]=2)[CH:32]=[CH:31][C:30]=1[Cl:33]. The catalyst class is: 4. (4) Reactant: [Cl:1][C:2]1[N:7]=[CH:6][N:5]=[C:4]([NH:8][CH3:9])[C:3]=1[NH2:10].N1C=CC=CC=1.[F:24][C:23]([F:26])([F:25])[C:22](O[C:22](=O)[C:23]([F:26])([F:25])[F:24])=O. Product: [Cl:1][C:2]1[N:7]=[CH:6][N:5]=[C:4]2[C:3]=1[N:10]=[C:22]([C:23]([F:24])([F:25])[F:26])[N:8]2[CH3:9]. The catalyst class is: 4. (5) The catalyst class is: 3. Reactant: [OH:1][CH:2]([C:6]1[CH:11]=[CH:10][C:9]([C:12]2[N:16]=[C:15]([C:17]3[O:21][N:20]=[C:19]([C:22]4[CH:27]=[CH:26][CH:25]=[CH:24][CH:23]=4)[C:18]=3[C:28]([F:31])([F:30])[F:29])[O:14][N:13]=2)=[CH:8][CH:7]=1)[C:3](O)=[O:4].Cl.[NH2:33][C:34]1([C:37]#[N:38])[CH2:36][CH2:35]1.CN(C(ON1N=NC2C=CC=NC1=2)=[N+](C)C)C.F[P-](F)(F)(F)(F)F.CN1CCOCC1. Product: [C:37]([C:34]1([NH:33][C:3](=[O:4])[CH:2]([OH:1])[C:6]2[CH:7]=[CH:8][C:9]([C:12]3[N:16]=[C:15]([C:17]4[O:21][N:20]=[C:19]([C:22]5[CH:23]=[CH:24][CH:25]=[CH:26][CH:27]=5)[C:18]=4[C:28]([F:30])([F:31])[F:29])[O:14][N:13]=3)=[CH:10][CH:11]=2)[CH2:36][CH2:35]1)#[N:38].